Task: Predict the product of the given reaction.. Dataset: Forward reaction prediction with 1.9M reactions from USPTO patents (1976-2016) (1) Given the reactants [H-].[Na+].[CH3:3][C:4]1[NH:5][C:6]2[CH:12]=[CH:11][CH:10]=[CH:9][C:7]=2[N:8]=1.CS(O[CH:18]1[CH2:23][CH2:22][N:21]([C:24]([O:26][C:27]([CH3:30])([CH3:29])[CH3:28])=[O:25])[CH2:20][CH2:19]1)(=O)=O, predict the reaction product. The product is: [CH3:3][C:4]1[N:8]([CH:18]2[CH2:23][CH2:22][N:21]([C:24]([O:26][C:27]([CH3:30])([CH3:29])[CH3:28])=[O:25])[CH2:20][CH2:19]2)[C:7]2[CH:9]=[CH:10][CH:11]=[CH:12][C:6]=2[N:5]=1. (2) Given the reactants [O:1]1[CH:5]=[CH:4][CH:3]=[C:2]1B(O)O.[CH3:9][CH:10]([NH:12][CH2:13][CH2:14][CH2:15][N:16]1[C:25]([S:26][C:27]2[CH:32]=[C:31]3[O:33][CH2:34][O:35][C:30]3=[CH:29][C:28]=2I)=[N:24][C:18]2[C:19]([NH2:23])=[N:20][CH:21]=[N:22][C:17]1=2)[CH3:11].C([O-])(O)=O.[Na+].CN(C=O)C, predict the reaction product. The product is: [O:1]1[CH:5]=[CH:4][CH:3]=[C:2]1[C:28]1[C:27]([S:26][C:25]2[N:16]([CH2:15][CH2:14][CH2:13][NH:12][CH:10]([CH3:11])[CH3:9])[C:17]3[C:18]([N:24]=2)=[C:19]([NH2:23])[N:20]=[CH:21][N:22]=3)=[CH:32][C:31]2[O:33][CH2:34][O:35][C:30]=2[CH:29]=1.